This data is from Plasma protein binding rate (PPBR) regression data from AstraZeneca. The task is: Regression/Classification. Given a drug SMILES string, predict its absorption, distribution, metabolism, or excretion properties. Task type varies by dataset: regression for continuous measurements (e.g., permeability, clearance, half-life) or binary classification for categorical outcomes (e.g., BBB penetration, CYP inhibition). For this dataset (ppbr_az), we predict Y. (1) The molecule is O=C(O)Cc1ccccc1Nc1c(Cl)cccc1Cl. The Y is 99.7 %. (2) The molecule is CNCCC=C1c2ccccc2CCc2ccccc21. The Y is 86.8 %. (3) The Y is 96.9 %. The molecule is O=C1COc2c(CCNCCN(C(=O)CCNCCc3ccc(Cl)c(Cl)c3)C3CCCCC3)ccc(O)c2N1.